Dataset: Reaction yield outcomes from USPTO patents with 853,638 reactions. Task: Predict the reaction yield, written as a fraction of the theoretical maximum amount of product (1.0 means a 100% yield; for example, 0.34 means a 34% yield). (1) The product is [C:11]1([C:17]2[N:22]=[C:21]([NH2:27])[C:20]([NH2:23])=[CH:19][N:18]=2)[CH:16]=[CH:15][CH:14]=[CH:13][CH:12]=1. The reactants are CC(C)([O-])C.[K+].Cl.CON.[C:11]1([C:17]2[N:22]=[CH:21][C:20]([N+:23]([O-])=O)=[CH:19][N:18]=2)[CH:16]=[CH:15][CH:14]=[CH:13][CH:12]=1.[Cl-].[NH4+:27]. The yield is 0.800. The catalyst is CS(C)=O.[Cl-].[Zn+2].[Cl-]. (2) The reactants are C[O:2][C:3]1[CH:4]=[C:5]2[C:9](=[CH:10][CH:11]=1)[C:8](=[O:12])[N:7]([CH2:13][CH2:14][O:15]C)[CH2:6]2.B(Br)(Br)Br.CO. The catalyst is C(Cl)Cl. The product is [OH:2][C:3]1[CH:4]=[C:5]2[C:9](=[CH:10][CH:11]=1)[C:8](=[O:12])[N:7]([CH2:13][CH2:14][OH:15])[CH2:6]2. The yield is 0.320. (3) The reactants are Br[C:2]1[CH:7]=[C:6]([O:8][CH3:9])[CH:5]=[C:4]([O:10][CH3:11])[CH:3]=1.[Li]CCCC.[I:17]I. The catalyst is C1COCC1. The product is [I:17][C:2]1[CH:7]=[C:6]([O:8][CH3:9])[CH:5]=[C:4]([O:10][CH3:11])[CH:3]=1. The yield is 0.550. (4) The reactants are Br[CH2:2][C:3]1[CH:8]=[CH:7][C:6]([CH2:9][OH:10])=[C:5]([F:11])[CH:4]=1.[CH3:12][NH2:13]. No catalyst specified. The product is [F:11][C:5]1[CH:4]=[C:3]([CH2:2][NH:13][CH3:12])[CH:8]=[CH:7][C:6]=1[CH2:9][OH:10]. The yield is 0.820. (5) The reactants are Br[C:2]1[C:11]2[C:6](=[CH:7][CH:8]=[C:9]([O:12][CH3:13])[CH:10]=2)[N:5]=[C:4]([C:14]2[CH:15]=[N:16][CH:17]=[CH:18][CH:19]=2)[N:3]=1.[F:20][C:21]1[CH:22]=[C:23]2[C:28](=[CH:29][C:30]=1[F:31])[NH:27][C:26](=[O:32])[CH2:25][NH:24]2.C(=O)([O-])[O-].[K+].[K+]. The catalyst is O1CCOCC1.C1C=CC(P(C2C=CC=CC=2)[C-]2C=CC=C2)=CC=1.C1C=CC(P(C2C=CC=CC=2)[C-]2C=CC=C2)=CC=1.Cl[Pd]Cl.[Fe+2]. The product is [F:20][C:21]1[CH:22]=[C:23]2[C:28](=[CH:29][C:30]=1[F:31])[NH:27][C:26](=[O:32])[CH2:25][N:24]2[C:2]1[C:11]2[C:6](=[CH:7][CH:8]=[C:9]([O:12][CH3:13])[CH:10]=2)[N:5]=[C:4]([C:14]2[CH:15]=[N:16][CH:17]=[CH:18][CH:19]=2)[N:3]=1. The yield is 0.230. (6) The reactants are [F:1][C:2]1[CH:11]=[C:10]([C:12]2[N:17]=[C:16]3[N:18]([CH2:21][C:22]4[CH:23]=[C:24]5[C:29](=[CH:30][CH:31]=4)[N:28]=[CH:27][CH:26]=[CH:25]5)[CH:19]=[N:20][C:15]3=[CH:14][CH:13]=2)[CH:9]=[C:8]([F:32])[C:3]=1[C:4]([O:6]C)=[O:5].[OH-].[Li+].C1COCC1.Cl. The catalyst is CO.O. The product is [F:1][C:2]1[CH:11]=[C:10]([C:12]2[N:17]=[C:16]3[N:18]([CH2:21][C:22]4[CH:23]=[C:24]5[C:29](=[CH:30][CH:31]=4)[N:28]=[CH:27][CH:26]=[CH:25]5)[CH:19]=[N:20][C:15]3=[CH:14][CH:13]=2)[CH:9]=[C:8]([F:32])[C:3]=1[C:4]([OH:6])=[O:5]. The yield is 0.610. (7) The reactants are C([O-])([O-])=O.[Cs+].[Cs+].[OH:7][C:8]1[C:13]2[CH:14]=[C:15]([CH3:17])[O:16][C:12]=2[CH:11]=[C:10]([C:18]([O:20]CC)=O)[CH:9]=1.F[C:24]1[CH:29]=[CH:28][C:27]([S:30]([CH3:33])(=[O:32])=[O:31])=[CH:26][CH:25]=1.[CH3:34][N:35]1[CH:39]=[CH:38][C:37]([NH2:40])=[N:36]1.CN(C(ON1N=NC2C=CC=NC1=2)=[N+](C)C)C.F[P-](F)(F)(F)(F)F. The catalyst is CN(C=O)C. The product is [CH3:33][S:30]([C:27]1[CH:28]=[CH:29][C:24]([O:7][C:8]2[C:13]3[CH:14]=[C:15]([CH3:17])[O:16][C:12]=3[CH:11]=[C:10]([C:18]([NH:40][C:37]3[CH:38]=[CH:39][N:35]([CH3:34])[N:36]=3)=[O:20])[CH:9]=2)=[CH:25][CH:26]=1)(=[O:32])=[O:31]. The yield is 0.0400.